From a dataset of Forward reaction prediction with 1.9M reactions from USPTO patents (1976-2016). Predict the product of the given reaction. (1) The product is: [CH2:1]([O:3][C:4]([C:6]1[C:14]2[C:9](=[CH:10][CH:11]=[C:12]([O:15][C:38]3[CH:39]=[CH:40][C:35]([C:34]([F:45])([F:44])[F:33])=[CH:36][CH:37]=3)[CH:13]=2)[N:8]([C:16]2[CH:17]=[CH:18][C:19]([O:22][C:23]([F:26])([F:24])[F:25])=[CH:20][CH:21]=2)[C:7]=1[CH2:27][C:28]([O:30][CH2:31][CH3:32])=[O:29])=[O:5])[CH3:2]. Given the reactants [CH2:1]([O:3][C:4]([C:6]1[C:14]2[C:9](=[CH:10][CH:11]=[C:12]([OH:15])[CH:13]=2)[N:8]([C:16]2[CH:21]=[CH:20][C:19]([O:22][C:23]([F:26])([F:25])[F:24])=[CH:18][CH:17]=2)[C:7]=1[CH2:27][C:28]([O:30][CH2:31][CH3:32])=[O:29])=[O:5])[CH3:2].[F:33][C:34]([F:45])([F:44])[C:35]1[CH:40]=[CH:39][C:38](B(O)O)=[CH:37][CH:36]=1, predict the reaction product. (2) Given the reactants [OH:1][CH2:2][CH2:3]/[CH:4]=[CH:5]/[C@@H:6]([NH:11][C:12](=[O:18])[O:13][C:14]([CH3:17])([CH3:16])[CH3:15])[CH2:7][CH:8]([CH3:10])[CH3:9].CC(C)=[O:21].OS(O)(=O)=O.O=[Cr](=O)=O, predict the reaction product. The product is: [C:14]([O:13][C:12]([NH:11][C@@H:6]([CH2:7][CH:8]([CH3:10])[CH3:9])/[CH:5]=[CH:4]/[CH2:3][C:2]([OH:21])=[O:1])=[O:18])([CH3:16])([CH3:15])[CH3:17]. (3) Given the reactants [CH2:1]([O:8][C:9]([NH:11][C@H:12]([C:19]([OH:21])=O)[CH:13]([C:15]([F:18])([F:17])[F:16])[CH3:14])=[O:10])[C:2]1[CH:7]=[CH:6][CH:5]=[CH:4][CH:3]=1.[NH2:22][C:23]1[CH:24]=[C:25]([CH:37]=[CH:38][C:39]=1[F:40])[CH2:26][C:27]1([C:30]([O:32][C:33]([CH3:36])([CH3:35])[CH3:34])=[O:31])[CH2:29][CH2:28]1.CN(C(ON1N=NC2C=CC=NC1=2)=[N+](C)C)C.F[P-](F)(F)(F)(F)F.O, predict the reaction product. The product is: [CH2:1]([O:8][C:9]([NH:11][C@H:12]([C:19]([NH:22][C:23]1[CH:24]=[C:25]([CH:37]=[CH:38][C:39]=1[F:40])[CH2:26][C:27]1([C:30]([O:32][C:33]([CH3:36])([CH3:35])[CH3:34])=[O:31])[CH2:28][CH2:29]1)=[O:21])[CH:13]([C:15]([F:16])([F:17])[F:18])[CH3:14])=[O:10])[C:2]1[CH:3]=[CH:4][CH:5]=[CH:6][CH:7]=1. (4) Given the reactants [NH2:1][C:2]1[N:7]=[CH:6][N:5]=[C:4]2[N:8]([C@@H:25]3[CH2:30][CH2:29][CH2:28][N:27]([C:31](=[O:35])[CH2:32][C:33]#[N:34])[CH2:26]3)[N:9]=[C:10]([C:11]3[CH:16]=[CH:15][C:14]([O:17][C:18]4[CH:23]=[CH:22][CH:21]=[C:20]([F:24])[CH:19]=4)=[CH:13][CH:12]=3)[C:3]=12.[CH:36]1([CH:39]=O)[CH2:38][CH2:37]1.N1CCCCC1.ClCCl, predict the reaction product. The product is: [NH2:1][C:2]1[N:7]=[CH:6][N:5]=[C:4]2[N:8]([C@@H:25]3[CH2:30][CH2:29][CH2:28][N:27]([C:31]([C:32](=[CH:39][CH:36]4[CH2:38][CH2:37]4)[C:33]#[N:34])=[O:35])[CH2:26]3)[N:9]=[C:10]([C:11]3[CH:16]=[CH:15][C:14]([O:17][C:18]4[CH:23]=[CH:22][CH:21]=[C:20]([F:24])[CH:19]=4)=[CH:13][CH:12]=3)[C:3]=12. (5) Given the reactants C(O)(C(F)(F)F)=O.[Cl:8][C:9]1[CH:10]=[C:11]2[N:29](COCC[Si](C)(C)C)[C:28]([O:38][C@@H:39]3[CH2:43][O:42][C@H:41]([CH2:44][O:45][Si](C(C)(C)C)(C(C)(C)C)O)[C@:40]3([CH3:57])[OH:56])=[N:27][C:12]2=[N:13][C:14]=1[C:15]1[CH:20]=[CH:19][C:18]([C:21]2[CH:26]=[CH:25][CH:24]=[CH:23][CH:22]=2)=[CH:17][CH:16]=1.CCCC[N+](CCCC)(CCCC)CCCC.[F-].C1COCC1, predict the reaction product. The product is: [Cl:8][C:9]1[CH:10]=[C:11]2[NH:29][C:28]([O:38][C@@H:39]3[CH2:43][O:42][C@H:41]([CH2:44][OH:45])[C@:40]3([CH3:57])[OH:56])=[N:27][C:12]2=[N:13][C:14]=1[C:15]1[CH:20]=[CH:19][C:18]([C:21]2[CH:22]=[CH:23][CH:24]=[CH:25][CH:26]=2)=[CH:17][CH:16]=1. (6) Given the reactants [Cl:1][C:2]1[CH:7]=[CH:6][N:5]=[CH:4][C:3]=1[NH2:8].[C:9](Cl)(Cl)=[O:10].[C:13]1([C@H:19]([OH:21])[CH3:20])[CH:18]=[CH:17][CH:16]=[CH:15][CH:14]=1, predict the reaction product. The product is: [C:13]1([C@H:19]([O:21][C:9](=[O:10])[NH:8][C:3]2[CH:4]=[N:5][CH:6]=[CH:7][C:2]=2[Cl:1])[CH3:20])[CH:18]=[CH:17][CH:16]=[CH:15][CH:14]=1. (7) Given the reactants BrC1N=CN=C2C=1N=CN2C.C(OC(=O)C1CCNCC1)C.[CH3:23][N:24]1[CH:32]=[N:31][C:30]2[C:25]1=[N:26][CH:27]=[N:28][C:29]=2[N:33]1[CH2:38][CH2:37][CH:36]([C:39]([OH:41])=[O:40])[CH2:35][CH2:34]1.[NH:42]1[C:50]2[C:45](=[C:46]([NH2:51])[CH:47]=[CH:48][CH:49]=2)[CH:44]=[CH:43]1, predict the reaction product. The product is: [CH3:23][N:24]1[CH:32]=[N:31][C:30]2[C:25]1=[N:26][CH:27]=[N:28][C:29]=2[N:33]1[CH2:38][CH2:37][CH:36]([C:39]([OH:41])=[O:40])[CH2:35][CH2:34]1.[NH:42]1[C:50]2[C:45](=[C:46]([NH:51][C:39]([CH:36]3[CH2:35][CH2:34][N:33]([C:29]4[N:28]=[CH:27][N:26]=[C:25]5[C:30]=4[N:31]=[CH:32][N:24]5[CH3:23])[CH2:38][CH2:37]3)=[O:41])[CH:47]=[CH:48][CH:49]=2)[CH:44]=[CH:43]1.